The task is: Predict which catalyst facilitates the given reaction.. This data is from Catalyst prediction with 721,799 reactions and 888 catalyst types from USPTO. (1) Reactant: CC1(C)[O:9][C:8](=[O:10])[C:5]2([CH2:7][CH2:6]2)[C:4](=[O:11])O1.[CH3:13][O:14][C:15]1[CH:21]=[CH:20][C:18]([NH2:19])=[CH:17][CH:16]=1. Product: [CH3:13][O:14][C:15]1[CH:21]=[CH:20][C:18]([N:19]2[CH2:6][CH2:7][CH:5]([C:8]([OH:9])=[O:10])[C:4]2=[O:11])=[CH:17][CH:16]=1. The catalyst class is: 8. (2) Reactant: [Cl:1][C:2]1[CH:7]=[C:6]([C:8]2[O:12][N:11]=[C:10]([CH3:13])[C:9]=2[CH2:14]Cl)[CH:5]=[CH:4][N:3]=1.C(O)C.[NH3:19].[OH-].[Na+]. Product: [NH2:19][CH2:14][C:9]1[C:10]([CH3:13])=[N:11][O:12][C:8]=1[C:6]1[CH:5]=[CH:4][N:3]=[C:2]([Cl:1])[CH:7]=1. The catalyst class is: 7. (3) Reactant: [N:1]1[CH:6]=[CH:5][C:4]([C:7]([NH:9][C:10]2[CH:25]=[CH:24][CH:23]=[CH:22][C:11]=2[C:12]([NH:14][C:15]2[CH:20]=[CH:19][C:18]([Cl:21])=[CH:17][CH:16]=2)=[O:13])=[O:8])=[CH:3][CH:2]=1.[CH3:26][I:27]. Product: [I-:27].[CH3:26][N+:1]1[CH:6]=[CH:5][C:4]([C:7]([NH:9][C:10]2[CH:25]=[CH:24][CH:23]=[CH:22][C:11]=2[C:12]([NH:14][C:15]2[CH:20]=[CH:19][C:18]([Cl:21])=[CH:17][CH:16]=2)=[O:13])=[O:8])=[CH:3][CH:2]=1. The catalyst class is: 3.